The task is: Predict the product of the given reaction.. This data is from Forward reaction prediction with 1.9M reactions from USPTO patents (1976-2016). Given the reactants [CH3:1][C:2]1[CH:7]=[C:6]([CH3:8])[CH:5]=[CH:4][C:3]=1[N:9]([CH2:20][CH:21]([CH3:23])[CH3:22])[S:10]([C:13]1[CH:18]=[CH:17][CH:16]=[C:15]([OH:19])[CH:14]=1)(=[O:12])=[O:11].[O:24]1[CH2:29][CH2:28][N:27]([CH2:30][CH2:31]O)[CH2:26][CH2:25]1.FC(F)(C(F)(F)C(F)(F)C(F)(F)C(F)(F)C(F)(F)C(F)(F)C(F)(F)F)CCC1C=CC(P(C2C=CC=CC=2)C2C=CC=CC=2)=CC=1.N(C(OC(C)C)=O)=NC(OC(C)C)=O, predict the reaction product. The product is: [CH3:1][C:2]1[CH:7]=[C:6]([CH3:8])[CH:5]=[CH:4][C:3]=1[N:9]([CH2:20][CH:21]([CH3:23])[CH3:22])[S:10]([C:13]1[CH:18]=[CH:17][CH:16]=[C:15]([O:19][CH2:31][CH2:30][N:27]2[CH2:28][CH2:29][O:24][CH2:25][CH2:26]2)[CH:14]=1)(=[O:11])=[O:12].